This data is from Catalyst prediction with 721,799 reactions and 888 catalyst types from USPTO. The task is: Predict which catalyst facilitates the given reaction. (1) The catalyst class is: 151. Reactant: BrC1C=CC2C3N(C[O:17][CH2:18][CH2:19][Si:20]([CH3:23])([CH3:22])[CH3:21])N=CC=3C(=O)NC=2C=1.BrC1C=CC2C3NN(COCC[Si](C)(C)C)CC=3C(=O)NC=2C=1.CC1(C)C(C)(C)OB(C2C=CN=CC=2)O1.[O-]P([O-])([O-])=O.[K+].[K+].[K+].[N:70]1[CH:75]=[CH:74][C:73]([C:76]2[CH:77]=[CH:78][C:79]3[C:80]4[NH:89][N:88](OCC[Si](C)(C)C)[CH2:87][C:81]=4[C:82](=[O:86])[NH:83][C:84]=3[CH:85]=2)=[CH:72][CH:71]=1. Product: [N:70]1[CH:75]=[CH:74][C:73]([C:76]2[CH:77]=[CH:78][C:79]3[C:80]4[N:89]([O:17][CH2:18][CH2:19][Si:20]([CH3:23])([CH3:22])[CH3:21])[N:88]=[CH:87][C:81]=4[C:82](=[O:86])[NH:83][C:84]=3[CH:85]=2)=[CH:72][CH:71]=1. (2) Reactant: [CH2:1]([O:3][C:4]1[CH:5]=[C:6]([OH:13])[CH:7]=[CH:8][C:9]=1[O:10][CH2:11][CH3:12])[CH3:2].[C:14]([CH2:16][NH:17][S:18]([CH2:21][CH2:22][CH3:23])(=[O:20])=[O:19])#N.[N+](C1C=CC=CC=1)([O-])=[O:25]. Product: [CH2:1]([O:3][C:4]1[C:9]([O:10][CH2:11][CH3:12])=[CH:8][C:7]([C:14](=[O:25])[CH2:16][NH:17][S:18]([CH2:21][CH2:22][CH3:23])(=[O:20])=[O:19])=[C:6]([OH:13])[CH:5]=1)[CH3:2]. The catalyst class is: 530. (3) Reactant: [C@@H:1]1([C:7]([O:9][CH3:10])=[O:8])[CH2:6][CH2:5][CH:4]=[CH:3][CH2:2]1.N12CCCN=C1CCCCC2.C(O)(=O)CC(CC(O)=O)(C(O)=O)O. Product: [CH3:10][O:9][C:7]([CH:1]1[CH2:6][CH2:5][CH:4]=[CH:3][CH2:2]1)=[O:8]. The catalyst class is: 9. (4) Reactant: [CH3:1][O:2][C:3]([C:5]1[N:9]=[C:8]([C:10]2[CH:15]=[CH:14][C:13]([O:16]CC3C=CC=CC=3)=[CH:12][N:11]=2)[N:7]([C:24]2[CH:25]=[N:26][C:27]([O:30][CH3:31])=[CH:28][CH:29]=2)[N:6]=1)=[O:4].C(O)(=O)C.C(OCC)(=O)C. Product: [CH3:1][O:2][C:3]([C:5]1[N:9]=[C:8]([C:10]2[CH:15]=[CH:14][C:13]([OH:16])=[CH:12][N:11]=2)[N:7]([C:24]2[CH:25]=[N:26][C:27]([O:30][CH3:31])=[CH:28][CH:29]=2)[N:6]=1)=[O:4]. The catalyst class is: 129. (5) Reactant: [Cl:1][C:2]1[CH:7]=[C:6]([Cl:8])[CH:5]=[CH:4][C:3]=1[N:9]1[C:13]2=[N:14][C:15]([CH3:28])=[CH:16][C:17]([NH:18]CC3C=CC(OC)=CC=3)=[C:12]2[N:11]=[C:10]1[CH3:29].C1(OC)C=CC=CC=1.FC(F)(F)C(O)=O.S(=O)(=O)(O)O. Product: [Cl:1][C:2]1[CH:7]=[C:6]([Cl:8])[CH:5]=[CH:4][C:3]=1[N:9]1[C:13]2=[N:14][C:15]([CH3:28])=[CH:16][C:17]([NH2:18])=[C:12]2[N:11]=[C:10]1[CH3:29]. The catalyst class is: 250. (6) Reactant: C([O:8][C:9]1[C:14]2[NH:15][C:16](=[O:19])[CH2:17][O:18][C:13]=2[C:12]([CH:20]([OH:47])[CH2:21][N:22](CC2C=CC=CC=2)[CH2:23][CH2:24][CH2:25][CH2:26][CH2:27][CH2:28][O:29][CH2:30][CH2:31][CH2:32][CH2:33][C:34]2[CH:39]=[CH:38][CH:37]=[CH:36][CH:35]=2)=[CH:11][CH:10]=1)C1C=CC=CC=1.C([OH:50])C. Product: [C:30]([OH:50])(=[O:29])[CH3:31].[OH:8][C:9]1[C:14]2[NH:15][C:16](=[O:19])[CH2:17][O:18][C:13]=2[C:12]([CH:20]([OH:47])[CH2:21][NH:22][CH2:23][CH2:24][CH2:25][CH2:26][CH2:27][CH2:28][O:29][CH2:30][CH2:31][CH2:32][CH2:33][C:34]2[CH:35]=[CH:36][CH:37]=[CH:38][CH:39]=2)=[CH:11][CH:10]=1. The catalyst class is: 78. (7) Reactant: [Br:1][C:2]1[S:6][C:5]([CH2:7]Cl)=[N:4][CH:3]=1.[CH3:9][S-:10].[Na+]. Product: [Br:1][C:2]1[S:6][C:5]([CH2:7][S:10][CH3:9])=[N:4][CH:3]=1. The catalyst class is: 3. (8) Reactant: ClCCN(CCCl)C(Cl)=O.[Cl:11][CH2:12][CH2:13][N:14]([C:18]([N:20]=[C:21]=[S:22])=[O:19])[CH2:15][CH2:16][Cl:17].[Cl:23][C:24]1[CH:25]=[C:26]([CH:28]=[CH:29][C:30]=1[O:31][C:32]1[C:41]2[C:36](=[CH:37][C:38]([O:44][CH3:45])=[C:39]([O:42][CH3:43])[CH:40]=2)[N:35]=[CH:34][CH:33]=1)[NH2:27].C1(C)C=CC=CC=1. Product: [Cl:17][CH2:16][CH2:15][N:14]([C:18]([N:20]=[C:21]=[S:22])=[O:19])[CH2:13][CH2:12][Cl:11].[Cl:23][C:24]1[CH:25]=[C:26]([NH:27][C:21]([NH:20][C:18]([N:14]([CH2:13][CH2:12][Cl:11])[CH2:15][CH2:16][Cl:17])=[O:19])=[S:22])[CH:28]=[CH:29][C:30]=1[O:31][C:32]1[C:41]2[C:36](=[CH:37][C:38]([O:44][CH3:45])=[C:39]([O:42][CH3:43])[CH:40]=2)[N:35]=[CH:34][CH:33]=1. The catalyst class is: 8. (9) Reactant: [C:1](Cl)(=[O:5])[C:2]([CH3:4])=[CH2:3].[OH:7][N:8]1[C:12](=[O:13])[CH2:11][CH2:10][C:9]1=[O:14].C(N(CC)CC)C. Product: [C:1]([OH:5])(=[O:7])[C:2]([CH3:4])=[CH2:3].[OH:7][N:8]1[C:12](=[O:13])[CH2:11][CH2:10][C:9]1=[O:14]. The catalyst class is: 7. (10) Reactant: [Cl:1][C:2]1[CH:3]=[CH:4][C:5]2[C:11](=[O:12])[C:10]3[CH:13]=[CH:14][CH:15]=[C:16]([OH:17])[C:9]=3[CH2:8][CH2:7][C:6]=2[CH:18]=1.[CH3:19][C:20]1([CH3:37])[O:24][C@@H:23]([CH2:25]OS(C2C=CC(C)=CC=2)(=O)=O)[CH2:22][O:21]1.C([O-])([O-])=O.[K+].[K+]. Product: [Cl:1][C:2]1[CH:3]=[CH:4][C:5]2[C:11](=[O:12])[C:10]3[CH:13]=[CH:14][CH:15]=[C:16]([O:17][CH2:25][C@H:23]4[CH2:22][O:21][C:20]([CH3:37])([CH3:19])[O:24]4)[C:9]=3[CH2:8][CH2:7][C:6]=2[CH:18]=1. The catalyst class is: 3.